This data is from Full USPTO retrosynthesis dataset with 1.9M reactions from patents (1976-2016). The task is: Predict the reactants needed to synthesize the given product. (1) Given the product [CH2:7]([O:9][C:10](=[O:19])[C:11]1[CH:16]=[CH:15][C:14]([O:28][C:25]2[CH:26]=[CH:27][C:22]([C:20]#[N:21])=[CH:23][CH:24]=2)=[N:13][C:12]=1[Cl:18])[CH3:8], predict the reactants needed to synthesize it. The reactants are: C(=O)([O-])[O-].[K+].[K+].[CH2:7]([O:9][C:10](=[O:19])[C:11]1[CH:16]=[CH:15][C:14](Cl)=[N:13][C:12]=1[Cl:18])[CH3:8].[C:20]([C:22]1[CH:27]=[CH:26][C:25]([OH:28])=[CH:24][CH:23]=1)#[N:21]. (2) Given the product [F:32][C:26]1[CH:27]=[CH:28][CH:29]=[C:30]([F:31])[C:25]=1[NH:24][C:22](=[O:23])[C:21]1[CH:33]=[C:17]([C:9]2[N:10]=[C:11]3[CH:16]=[CH:15][CH:14]=[CH:13][N:12]3[C:8]=2[C:6]2[CH:5]=[CH:4][N:3]=[C:2]([NH:55][C:40]3[CH:41]=[CH:42][C:43]([CH:45]4[CH2:46][CH2:47][N:48]([CH2:51][CH:52]([CH3:54])[CH3:53])[CH2:49][CH2:50]4)=[CH:44][C:39]=3[O:38][CH3:37])[N:7]=2)[CH:18]=[CH:19][C:20]=1[O:34][CH2:35][CH3:36], predict the reactants needed to synthesize it. The reactants are: Cl[C:2]1[N:7]=[C:6]([C:8]2[N:12]3[CH:13]=[CH:14][CH:15]=[CH:16][C:11]3=[N:10][C:9]=2[C:17]2[CH:18]=[CH:19][C:20]([O:34][CH2:35][CH3:36])=[C:21]([CH:33]=2)[C:22]([NH:24][C:25]2[C:30]([F:31])=[CH:29][CH:28]=[CH:27][C:26]=2[F:32])=[O:23])[CH:5]=[CH:4][N:3]=1.[CH3:37][O:38][C:39]1[CH:44]=[C:43]([CH:45]2[CH2:50][CH2:49][N:48]([CH2:51][CH:52]([CH3:54])[CH3:53])[CH2:47][CH2:46]2)[CH:42]=[CH:41][C:40]=1[NH2:55].C1(C)C=CC(S(O)(=O)=O)=CC=1.C[O-].[Na+]. (3) Given the product [CH3:1][C:2]1[CH:7]=[CH:6][C:5]([CH3:8])=[CH:4][C:3]=1[C:9](=[O:11])[CH2:10][C:14](=[O:15])[C:13]([F:20])([F:19])[F:12], predict the reactants needed to synthesize it. The reactants are: [CH3:1][C:2]1[CH:7]=[CH:6][C:5]([CH3:8])=[CH:4][C:3]=1[C:9](=[O:11])[CH3:10].[F:12][C:13]([F:20])([F:19])[C:14](OCC)=[O:15].C[O-].[Na+]. (4) Given the product [Cl:25][C:21]1[CH:20]=[C:19]([CH:24]=[CH:23][CH:22]=1)[CH2:18][O:17][C:14]1[CH:15]=[CH:16][C:11]([C:10]([C:8]2[CH:7]=[CH:6][C:5]([S:37][C:32]3[CH:33]=[CH:34][C:35]([F:36])=[C:30]([F:29])[CH:31]=3)=[C:4]([CH:9]=2)[C:3]([OH:2])=[O:28])=[O:26])=[N:12][CH:13]=1, predict the reactants needed to synthesize it. The reactants are: C[O:2][C:3](=[O:28])[C:4]1[CH:9]=[C:8]([C:10](=[O:26])[C:11]2[CH:16]=[CH:15][C:14]([O:17][CH2:18][C:19]3[CH:24]=[CH:23][CH:22]=[C:21]([Cl:25])[CH:20]=3)=[CH:13][N:12]=2)[CH:7]=[CH:6][C:5]=1F.[F:29][C:30]1[CH:31]=[C:32]([SH:37])[CH:33]=[CH:34][C:35]=1[F:36].ClC1C=CC(CNC2C=CC(C(C3C=CC(S(C4C=CC(F)=C(F)C=4)=O)=C(C=3)C(O)=O)=O)=NC=2)=CC=1.